Predict the reactants needed to synthesize the given product. From a dataset of Full USPTO retrosynthesis dataset with 1.9M reactions from patents (1976-2016). (1) Given the product [CH2:19]([C:13]1([CH:16]([F:18])[F:17])[C:12]2[CH:11]=[CH:10][CH:9]=[N:8][C:7]=2[NH:6][C:5]2[CH:4]=[CH:3][C:2]([Cl:1])=[CH:15][C:14]1=2)[CH2:20][CH2:21][CH3:22], predict the reactants needed to synthesize it. The reactants are: [Cl:1][C:2]1[CH:15]=[C:14]2[C:5]([N:6]=[C:7]3[C:12](=[C:13]2[CH:16]([F:18])[F:17])[CH:11]=[CH:10][CH:9]=[N:8]3)=[CH:4][CH:3]=1.[CH2:19]([Li])[CH2:20][CH2:21][CH3:22]. (2) Given the product [Cl:46][C:47]1[CH:48]=[N:49][C:50]2[NH:51][C:52]3[CH:53]=[N:54][CH:55]=[C:56]([CH:69]=3)[CH2:57][CH2:58][C:59]3[CH:67]=[C:63]([NH:64][C:65]=1[N:66]=2)[CH:62]=[CH:61][C:60]=3[NH:68][C:34]([NH:12][C@H:13]1[CH2:17][CH2:16][N:15]([C:18]([O:20][C:21]([CH3:24])([CH3:23])[CH3:22])=[O:19])[CH2:14]1)=[O:36], predict the reactants needed to synthesize it. The reactants are: C(Cl)(Cl)=O.C1(C)C=CC=CC=1.[NH2:12][C@H:13]1[CH2:17][CH2:16][N:15]([C:18]([O:20][C:21]([CH3:24])([CH3:23])[CH3:22])=[O:19])[CH2:14]1.C(N(CC)CC)C.FC(F)(F)[C:34]([OH:36])=O.FC(F)(F)C(O)=O.[Cl:46][C:47]1[CH:48]=[N:49][C:50]2[NH:51][C:52]3[CH:53]=[N:54][CH:55]=[C:56]([CH:69]=3)[CH2:57][CH2:58][C:59]3[CH:67]=[C:63]([NH:64][C:65]=1[N:66]=2)[CH:62]=[CH:61][C:60]=3[NH2:68].